Dataset: Catalyst prediction with 721,799 reactions and 888 catalyst types from USPTO. Task: Predict which catalyst facilitates the given reaction. (1) Reactant: [NH2:1][C:2]1[CH:7]=[CH:6][C:5]([C:8]([OH:17])([C:13]([F:16])([F:15])[F:14])[C:9]([F:12])([F:11])[F:10])=[CH:4][CH:3]=1.[C:18]([O:24][CH2:25][CH3:26])(=[O:23])[CH2:19][C:20]([CH3:22])=[O:21].C(O)(=O)C.C([BH3-])#N.[Na+]. Product: [OH2:17].[C:8]([OH:17])([C:13]([F:16])([F:15])[F:14])=[O:21].[F:16][C:13]([F:14])([F:15])[C:8]([C:5]1[CH:4]=[CH:3][C:2]([NH:1][CH:20]([CH3:22])[CH2:19][C:18]([O:24][CH2:25][CH3:26])=[O:23])=[CH:7][CH:6]=1)([OH:17])[C:9]([F:10])([F:11])[F:12]. The catalyst class is: 5. (2) Reactant: [Cl:1][C:2]1[C:11]2[C:6](=[CH:7][CH:8]=[CH:9][CH:10]=2)[C:5](=[O:12])[N:4]([CH2:13][C@H:14]2[CH2:18][CH2:17][CH2:16][N:15]2C(OC(C)(C)C)=O)[N:3]=1.Cl. Product: [Cl:1][C:2]1[C:11]2[C:6](=[CH:7][CH:8]=[CH:9][CH:10]=2)[C:5](=[O:12])[N:4]([CH2:13][C@H:14]2[CH2:18][CH2:17][CH2:16][NH:15]2)[N:3]=1. The catalyst class is: 12. (3) Reactant: [C:1]1([NH:7][C:8]([CH2:10][C:11]([O:13][CH3:14])=[O:12])=[O:9])[CH:6]=[CH:5][CH:4]=[CH:3][CH:2]=1.I[CH2:16][CH2:17][CH2:18][CH3:19]. Product: [C:1]1([NH:7][C:8]([CH:10]([CH2:16][CH2:17][CH2:18][CH3:19])[C:11]([O:13][CH3:14])=[O:12])=[O:9])[CH:2]=[CH:3][CH:4]=[CH:5][CH:6]=1. The catalyst class is: 60.